From a dataset of Forward reaction prediction with 1.9M reactions from USPTO patents (1976-2016). Predict the product of the given reaction. The product is: [CH3:1][O:2][C:3]1[CH:4]=[CH:5][C:6]([S:9][C:10]2[CH:15]=[C:14]([NH2:16])[CH:13]=[C:12]([CH3:19])[CH:11]=2)=[CH:7][CH:8]=1. Given the reactants [CH3:1][O:2][C:3]1[CH:8]=[CH:7][C:6]([S:9][C:10]2[CH:15]=[C:14]([N+:16]([O-])=O)[CH:13]=[C:12]([CH3:19])[CH:11]=2)=[CH:5][CH:4]=1.C(OC1C=CC(OC2C=CC(C3NC4C=C(Br)C=CC=4N=3)=CC=2[N+]([O-])=O)=CC=1)C1C=CC=CC=1, predict the reaction product.